From a dataset of Catalyst prediction with 721,799 reactions and 888 catalyst types from USPTO. Predict which catalyst facilitates the given reaction. (1) Product: [O:20]1[CH2:21][C@H:19]1[CH2:18][N:2]1[CH2:3][CH2:4][C:5]2[C:10](=[CH:9][CH:8]=[CH:7][CH:6]=2)[CH2:1]1. Reactant: [CH2:1]1[C:10]2[C:5](=[CH:6][CH:7]=[CH:8][CH:9]=2)[CH2:4][CH2:3][NH:2]1.C([O-])([O-])=O.[K+].[K+].Cl[CH2:18][C@H:19]1[CH2:21][O:20]1. The catalyst class is: 5. (2) Reactant: [F:1][C:2]1[CH:7]=[CH:6][C:5]([NH2:8])=[CH:4][C:3]=1[N+:9]([O-:11])=[O:10].[C:12](O[C:12]([O:14][C:15]([CH3:18])([CH3:17])[CH3:16])=[O:13])([O:14][C:15]([CH3:18])([CH3:17])[CH3:16])=[O:13]. Product: [C:15]([O:14][C:12](=[O:13])[NH:8][C:5]1[CH:6]=[CH:7][C:2]([F:1])=[C:3]([N+:9]([O-:11])=[O:10])[CH:4]=1)([CH3:18])([CH3:17])[CH3:16]. The catalyst class is: 1.